Dataset: Catalyst prediction with 721,799 reactions and 888 catalyst types from USPTO. Task: Predict which catalyst facilitates the given reaction. (1) Reactant: [CH3:1][C:2]1[C:3]2[N:4]([N:9]=[C:10]([C:12]3[CH:17]=[CH:16][CH:15]=[CH:14][CH:13]=3)[N:11]=2)[CH:5]=[CH:6][C:7]=1[NH2:8].C[Al](C)C.[N:22]1([C:26]([C:28]2[CH:29]=[N:30][N:31]([CH3:38])[C:32]=2[C:33](OCC)=[O:34])=[O:27])[CH2:25][CH2:24][CH2:23]1. Product: [N:22]1([C:26]([C:28]2[CH:29]=[N:30][N:31]([CH3:38])[C:32]=2[C:33]([NH:8][C:7]2[CH:6]=[CH:5][N:4]3[N:9]=[C:10]([C:12]4[CH:13]=[CH:14][CH:15]=[CH:16][CH:17]=4)[N:11]=[C:3]3[C:2]=2[CH3:1])=[O:34])=[O:27])[CH2:23][CH2:24][CH2:25]1. The catalyst class is: 12. (2) Reactant: [NH2:1][C:2]1[CH:3]=[C:4]([CH:8]=[CH:9][CH:10]=1)[C:5]([NH2:7])=[O:6].[CH2:11]([O:13][C:14](=[O:28])[CH:15]([C:20](=O)[C:21]1[CH:26]=[CH:25][CH:24]=[CH:23][CH:22]=1)[CH2:16][C:17](=O)[CH3:18])[CH3:12].CC1C=CC(S(O)(=O)=O)=CC=1. Product: [CH2:11]([O:13][C:14]([C:15]1[CH:16]=[C:17]([CH3:18])[N:1]([C:2]2[CH:10]=[CH:9][CH:8]=[C:4]([C:5](=[O:6])[NH2:7])[CH:3]=2)[C:20]=1[C:21]1[CH:22]=[CH:23][CH:24]=[CH:25][CH:26]=1)=[O:28])[CH3:12]. The catalyst class is: 8. (3) Reactant: O[C:2]1[C:11]2[C:6](=[N:7][CH:8]=[CH:9][CH:10]=2)[N:5]([C:12]2[CH:17]=[CH:16][CH:15]=[CH:14][CH:13]=2)[C:4](=[O:18])[C:3]=1[C:19](=O)[CH2:20][C:21]1[CH:26]=[CH:25][CH:24]=[CH:23][CH:22]=1.O.[NH2:29][NH2:30].O. Product: [CH2:20]([C:19]1[C:3]2[C:4](=[O:18])[N:5]([C:12]3[CH:17]=[CH:16][CH:15]=[CH:14][CH:13]=3)[C:6]3[N:7]=[CH:8][CH:9]=[CH:10][C:11]=3[C:2]=2[NH:30][N:29]=1)[C:21]1[CH:26]=[CH:25][CH:24]=[CH:23][CH:22]=1. The catalyst class is: 3. (4) Reactant: Cl.NO.[C:4]([SiH2:8][O:9][C:10]([C:25]1[CH:30]=[CH:29][CH:28]=[CH:27][CH:26]=1)([C:19]1[CH:24]=[CH:23][CH:22]=[CH:21][CH:20]=1)[C:11]1[CH:12]=[C:13]([CH:17]=O)[O:14][C:15]=1[CH3:16])([CH3:7])([CH3:6])[CH3:5].CC1OC=CC=1CCO.[Cl-].ClC1N(C)C=C[N+:43]=1C. Product: [C:4]([SiH2:8][O:9][C:10]([C:25]1[CH:30]=[CH:29][CH:28]=[CH:27][CH:26]=1)([C:19]1[CH:24]=[CH:23][CH:22]=[CH:21][CH:20]=1)[C:11]1[CH:12]=[C:13]([C:17]#[N:43])[O:14][C:15]=1[CH3:16])([CH3:7])([CH3:6])[CH3:5]. The catalyst class is: 884. (5) Reactant: Cl[C:2]1[CH:7]=[C:6]([CH3:8])[N:5]=[C:4]([CH:9]([CH3:11])[CH3:10])[N:3]=1.[CH2:12]([NH2:24])[CH2:13][CH2:14][CH2:15][CH2:16][CH2:17][CH2:18][CH2:19][CH2:20][CH2:21][CH2:22][CH3:23].C(OCC)(=O)C.[OH-].[Na+]. Product: [CH2:12]([NH:24][C:2]1[CH:7]=[C:6]([CH3:8])[N:5]=[C:4]([CH:9]([CH3:11])[CH3:10])[N:3]=1)[CH2:13][CH2:14][CH2:15][CH2:16][CH2:17][CH2:18][CH2:19][CH2:20][CH2:21][CH2:22][CH3:23]. The catalyst class is: 12. (6) Reactant: [Cl:1][C:2]1[N:10]=[C:9]([S:11][CH2:12][C:13]2[CH:18]=[CH:17][C:16]([O:19][CH3:20])=[C:15]([N+:21]([O-:23])=[O:22])[CH:14]=2)[N:8]=[C:7]2[C:3]=1[N:4]=[CH:5][NH:6]2.[H-].[Na+].[CH3:26]I.O. Product: [Cl:1][C:2]1[N:10]=[C:9]([S:11][CH2:12][C:13]2[CH:18]=[CH:17][C:16]([O:19][CH3:20])=[C:15]([N+:21]([O-:23])=[O:22])[CH:14]=2)[N:8]=[C:7]2[C:3]=1[N:4]=[CH:5][N:6]2[CH3:26]. The catalyst class is: 9. (7) Reactant: Cl[C:2]1[N:7]=[CH:6][N:5]=[C:4]([NH:8][C:9]2[CH:14]=[CH:13][C:12]([N:15]3[CH2:20][CH2:19][N:18]([CH:21]4[CH2:24][O:23][CH2:22]4)[CH2:17][CH2:16]3)=[C:11]([O:25][CH3:26])[CH:10]=2)[N:3]=1.[C:27]([C:29]1[CH:50]=[C:49](B2OC(C)(C)C(C)(C)O2)[CH:48]=[CH:47][C:30]=1[O:31][C@H:32]1[CH2:37][CH2:36][N:35]([C:38]([O:40][C:41]([CH3:44])([CH3:43])[CH3:42])=[O:39])[CH2:34][C:33]1([F:46])[F:45])#[N:28].C(=O)([O-])[O-].[Na+].[Na+]. Product: [C:27]([C:29]1[CH:50]=[C:49]([C:2]2[N:3]=[C:4]([NH:8][C:9]3[CH:14]=[CH:13][C:12]([N:15]4[CH2:20][CH2:19][N:18]([CH:21]5[CH2:24][O:23][CH2:22]5)[CH2:17][CH2:16]4)=[C:11]([O:25][CH3:26])[CH:10]=3)[N:5]=[CH:6][N:7]=2)[CH:48]=[CH:47][C:30]=1[O:31][C@H:32]1[CH2:37][CH2:36][N:35]([C:38]([O:40][C:41]([CH3:44])([CH3:43])[CH3:42])=[O:39])[CH2:34][C:33]1([F:46])[F:45])#[N:28]. The catalyst class is: 104.